This data is from Reaction yield outcomes from USPTO patents with 853,638 reactions. The task is: Predict the reaction yield, written as a fraction of the theoretical maximum amount of product (1.0 means a 100% yield; for example, 0.34 means a 34% yield). The yield is 0.430. The product is [NH2:27][CH:26]([CH2:67][OH:70])[C:25]([NH:34][C:35]1[CH:40]=[CH:39][C:38]([C:41]2[CH:42]=[C:43]([NH:48][C:49]3[CH:54]=[CH:53][C:52]([O:55][C:56]4[CH:61]=[CH:60][N:59]=[C:58]([C:62]([F:64])([F:65])[F:63])[CH:57]=4)=[CH:51][CH:50]=3)[N:44]=[C:45]([NH2:47])[N:46]=2)=[CH:37][CH:36]=1)=[O:8]. The reactants are CN(C([O:8]N1N=NC2C=CC=NC1=2)=[N+](C)C)C.F[P-](F)(F)(F)(F)F.[CH3:25][CH2:26][N:27](C(C)C)C(C)C.[NH2:34][C:35]1[CH:40]=[CH:39][C:38]([C:41]2[N:46]=[C:45]([NH2:47])[N:44]=[C:43]([NH:48][C:49]3[CH:54]=[CH:53][C:52]([O:55][C:56]4[CH:61]=[CH:60][N:59]=[C:58]([C:62]([F:65])([F:64])[F:63])[CH:57]=4)=[CH:51][CH:50]=3)[CH:42]=2)=[CH:37][CH:36]=1.Cl.[C:67](=[O:70])(O)[O-].[Na+]. The catalyst is CN(C)C(=O)C.CS(C)=O.CCOC(C)=O.CO.